From a dataset of Catalyst prediction with 721,799 reactions and 888 catalyst types from USPTO. Predict which catalyst facilitates the given reaction. (1) Product: [C:17]([Si:21]([CH3:31])([CH3:30])[O:22][CH:23]1[CH2:28][CH2:27][CH:26]([NH:10][C:7]2[CH:8]=[CH:9][C:4]([O:3][C:2]([F:15])([F:16])[F:1])=[C:5]([C:11]([F:12])([F:13])[F:14])[CH:6]=2)[CH2:25][CH2:24]1)([CH3:20])([CH3:19])[CH3:18]. The catalyst class is: 4. Reactant: [F:1][C:2]([F:16])([F:15])[O:3][C:4]1[CH:9]=[CH:8][C:7]([NH2:10])=[CH:6][C:5]=1[C:11]([F:14])([F:13])[F:12].[C:17]([Si:21]([CH3:31])([CH3:30])[O:22][CH:23]1[CH2:28][CH2:27][C:26](=O)[CH2:25][CH2:24]1)([CH3:20])([CH3:19])[CH3:18].C(O[BH-](OC(=O)C)OC(=O)C)(=O)C.[Na+]. (2) Reactant: [C:1]([C:4]1[CH:5]=[C:6]2[C:10](=[CH:11][CH:12]=1)[CH2:9][CH2:8][CH2:7]2)(=O)[CH3:2].[CH2:13]([NH2:20])[C:14]1[CH:19]=[CH:18][CH:17]=[CH:16][CH:15]=1.Cl.[CH2:22](OCC)C. Product: [CH2:9]1[C:10]2[C:6](=[CH:5][C:4]([CH:1]3[C:19]4[C:14](=[CH:15][CH:16]=[CH:17][CH:18]=4)[CH2:13][N:20]([CH3:22])[CH2:2]3)=[CH:12][CH:11]=2)[CH2:7][CH2:8]1. The catalyst class is: 13. (3) Product: [CH:17](=[C:21]1[CH2:26][CH2:25][N:24]([CH2:2][C@@H:3]([CH3:16])[CH2:4][N:5]2[C:14]3[C:9](=[CH:10][CH:11]=[CH:12][CH:13]=3)[CH2:8][CH2:7][C:6]2=[O:15])[CH2:23][CH2:22]1)[CH2:18][CH2:19][CH3:20]. Reactant: I[CH2:2][C@@H:3]([CH3:16])[CH2:4][N:5]1[C:14]2[C:9](=[CH:10][CH:11]=[CH:12][CH:13]=2)[CH2:8][CH2:7][C:6]1=[O:15].[CH:17](=[C:21]1[CH2:26][CH2:25][NH:24][CH2:23][CH2:22]1)[CH2:18][CH2:19][CH3:20]. The catalyst class is: 23. (4) Reactant: [C:1]([N:4]([CH2:30][CH:31]1[CH2:33][CH2:32]1)[C:5]1[CH:29]=[CH:28][C:8]([O:9][C:10]2[CH:11]=[C:12]([CH:17]=[C:18]([O:20]CC3C=CC=CC=3)[CH:19]=2)[C:13]([O:15][CH3:16])=[O:14])=[CH:7][CH:6]=1)(=[O:3])[CH3:2].FC(F)(F)C(O)=O.CC1C=C(C)C(C)=C(C)C=1C. Product: [C:1]([N:4]([CH2:30][CH:31]1[CH2:32][CH2:33]1)[C:5]1[CH:29]=[CH:28][C:8]([O:9][C:10]2[CH:11]=[C:12]([CH:17]=[C:18]([OH:20])[CH:19]=2)[C:13]([O:15][CH3:16])=[O:14])=[CH:7][CH:6]=1)(=[O:3])[CH3:2]. The catalyst class is: 11. (5) Reactant: Cl.Cl.[CH3:3][C@H:4]1[CH2:9][NH:8][CH2:7][CH2:6][N:5]1[C:10]([C:12]1[CH:17]=[CH:16][CH:15]=[CH:14][N:13]=1)=[O:11].CCN(C(C)C)C(C)C.[C:27]([C:29]1[CH:34]=[CH:33][C:32]([S:35](Cl)(=[O:37])=[O:36])=[CH:31][CH:30]=1)#[N:28].O. Product: [CH3:3][C@@H:4]1[N:5]([C:10]([C:12]2[CH:17]=[CH:16][CH:15]=[CH:14][N:13]=2)=[O:11])[CH2:6][CH2:7][N:8]([S:35]([C:32]2[CH:31]=[CH:30][C:29]([C:27]#[N:28])=[CH:34][CH:33]=2)(=[O:37])=[O:36])[CH2:9]1. The catalyst class is: 2. (6) Reactant: [CH2:1]([O:3][C:4]1[CH:9]=[CH:8][CH:7]=[CH:6][C:5]=1[CH2:10][CH2:11][NH2:12])[CH3:2].[OH:13][C:14]1[CH:19]=[CH:18][C:17]([CH2:20][CH2:21][C:22](O)=[O:23])=[CH:16][CH:15]=1.F[B-](F)(F)F.N1(OC(N(C)C)=[N+](C)C)C2C=CC=CC=2N=N1.C(N(C(C)C)CC)(C)C. Product: [CH2:1]([O:3][C:4]1[CH:9]=[CH:8][CH:7]=[CH:6][C:5]=1[CH2:10][CH2:11][NH:12][C:22](=[O:23])[CH2:21][CH2:20][C:17]1[CH:18]=[CH:19][C:14]([OH:13])=[CH:15][CH:16]=1)[CH3:2]. The catalyst class is: 508. (7) Reactant: C[O-].[Na+].C([O:7][C@@H:8]1[C@@H:29]([O:30]C(=O)C)[C@H:28]([O:34]C(=O)C)[C@@H:27]([CH2:38][O:39]C(=O)C)[O:26][C@H:9]1[O:10][C:11]1[CH:16]=[CH:15][CH:14]=[CH:13][C:12]=1[CH2:17][C:18]1[CH:23]=[CH:22][C:21]([O:24][CH3:25])=[CH:20][CH:19]=1)(=O)C. Product: [O:10]([C:11]1[CH:16]=[CH:15][CH:14]=[CH:13][C:12]=1[CH2:17][C:18]1[CH:19]=[CH:20][C:21]([O:24][CH3:25])=[CH:22][CH:23]=1)[C@@H:9]1[O:26][C@H:27]([CH2:38][OH:39])[C@@H:28]([OH:34])[C@H:29]([OH:30])[C@H:8]1[OH:7]. The catalyst class is: 5.